From a dataset of Catalyst prediction with 721,799 reactions and 888 catalyst types from USPTO. Predict which catalyst facilitates the given reaction. (1) Reactant: C(O[BH-](OC(=O)C)OC(=O)C)(=O)C.[Na+].[C:15]([O:19][C:20](=[O:27])[NH:21][C:22]([CH3:26])([CH3:25])[CH:23]=O)([CH3:18])([CH3:17])[CH3:16].[Cl:28][C:29]1[CH:35]=[CH:34][CH:33]=[CH:32][C:30]=1[NH2:31].C(O)(=O)C.C(=O)(O)[O-].[Na+]. Product: [C:15]([O:19][C:20](=[O:27])[NH:21][C:22]([CH3:26])([CH3:25])[CH2:23][NH:31][C:30]1[CH:32]=[CH:33][CH:34]=[CH:35][C:29]=1[Cl:28])([CH3:18])([CH3:17])[CH3:16]. The catalyst class is: 2. (2) Reactant: [CH3:1][C:2]1[CH:19]=[C:18]([N+:20]([O-:22])=[O:21])[CH:17]=[C:16]([CH3:23])[C:3]=1[O:4][C:5]1[CH:6]=[CH:7][C:8]([O:14][CH3:15])=[C:9]([CH:13]=1)[C:10]([OH:12])=O.CN1CCOCC1.ClC(OCC(C)C)=O.[CH:39]1([NH2:43])[CH2:42][CH2:41][CH2:40]1. Product: [CH:39]1([NH:43][C:10](=[O:12])[C:9]2[CH:13]=[C:5]([O:4][C:3]3[C:16]([CH3:23])=[CH:17][C:18]([N+:20]([O-:22])=[O:21])=[CH:19][C:2]=3[CH3:1])[CH:6]=[CH:7][C:8]=2[O:14][CH3:15])[CH2:42][CH2:41][CH2:40]1. The catalyst class is: 7. (3) Reactant: [CH2:1]([O:3][C:4]([C:6]1[C:10](I)=[C:9]([C:12]2[C:17](Br)=[CH:16][N:15]=[C:14]([NH2:19])[N:13]=2)[NH:8][C:7]=1[C:20]1[CH:25]=[CH:24][CH:23]=[CH:22][CH:21]=1)=[O:5])[CH3:2].[CH:26]([Sn](CCCC)(CCCC)CCCC)=[CH2:27].C(C1C=C(C)C=C(C(C)(C)C)C=1O)(C)(C)C. Product: [CH2:1]([O:3][C:4]([C:6]1[C:10]2=[CH:26][CH:27]=[C:17]3[C:12]([N:13]=[C:14]([NH2:19])[N:15]=[CH:16]3)=[C:9]2[NH:8][C:7]=1[C:20]1[CH:25]=[CH:24][CH:23]=[CH:22][CH:21]=1)=[O:5])[CH3:2]. The catalyst class is: 77. (4) The catalyst class is: 28. Reactant: [F:1][C:2]1[CH:11]=[CH:10][C:5]([C:6]([O:8][CH3:9])=[O:7])=[C:4]([OH:12])[CH:3]=1.[C:13]([O:17][C:18]([NH:20][CH2:21][CH2:22][CH2:23]O)=[O:19])([CH3:16])([CH3:15])[CH3:14]. Product: [C:13]([O:17][C:18]([NH:20][CH2:21][CH2:22][CH2:23][O:12][C:4]1[CH:3]=[C:2]([F:1])[CH:11]=[CH:10][C:5]=1[C:6]([O:8][CH3:9])=[O:7])=[O:19])([CH3:16])([CH3:15])[CH3:14]. (5) Reactant: [O:1]1[C:7]2[N:8]=[C:9]([C:12]([O:14][CH:15]([CH3:17])[CH3:16])=[O:13])[CH:10]=[CH:11][C:6]=2[CH2:5][NH:4][CH2:3][CH2:2]1.CCN(CC)CC.[N:25]([C:28]1[CH:33]=[CH:32][C:31]([O:34][CH3:35])=[CH:30][CH:29]=1)=[C:26]=[O:27]. Product: [CH3:35][O:34][C:31]1[CH:32]=[CH:33][C:28]([NH:25][C:26]([N:4]2[CH2:5][C:6]3[CH:11]=[CH:10][C:9]([C:12]([O:14][CH:15]([CH3:17])[CH3:16])=[O:13])=[N:8][C:7]=3[O:1][CH2:2][CH2:3]2)=[O:27])=[CH:29][CH:30]=1. The catalyst class is: 2. (6) Reactant: Cl[C:2]1[C:7]([N+:8]([O-:10])=[O:9])=[CH:6][C:5]([N+:11]([O-:13])=[O:12])=[CH:4][N:3]=1.[OH-].[NH4+:15]. Product: [N+:8]([C:7]1[C:2]([NH2:15])=[N:3][CH:4]=[C:5]([N+:11]([O-:13])=[O:12])[CH:6]=1)([O-:10])=[O:9]. The catalyst class is: 8. (7) Reactant: C([O:3][C:4]([C:6]1[N:7]=[C:8]([CH:11]=[CH:12][C:13]2[CH:18]=[CH:17][C:16]([C:19]([F:22])([F:21])[F:20])=[CH:15][CH:14]=2)[O:9][CH:10]=1)=[O:5])C.[OH-].[Na+].O.Cl. Product: [F:22][C:19]([F:20])([F:21])[C:16]1[CH:15]=[CH:14][C:13]([CH:12]=[CH:11][C:8]2[O:9][CH:10]=[C:6]([C:4]([OH:5])=[O:3])[N:7]=2)=[CH:18][CH:17]=1. The catalyst class is: 1. (8) Reactant: [Cl:1][C:2]1[CH:7]=[C:6]([N:8](CC=C)CC=C)[CH:5]=[CH:4][C:3]=1[CH:15]([CH3:29])[C:16]([C:22]1[CH:27]=[CH:26][N:25]=[C:24]([Cl:28])[CH:23]=1)([OH:21])[C:17]([F:20])([F:19])[F:18].[OH-].[Na+]. Product: [NH2:8][C:6]1[CH:5]=[CH:4][C:3]([CH:15]([CH3:29])[C:16]([C:22]2[CH:27]=[CH:26][N:25]=[C:24]([Cl:28])[CH:23]=2)([OH:21])[C:17]([F:18])([F:19])[F:20])=[C:2]([Cl:1])[CH:7]=1. The catalyst class is: 532.